Dataset: Reaction yield outcomes from USPTO patents with 853,638 reactions. Task: Predict the reaction yield, written as a fraction of the theoretical maximum amount of product (1.0 means a 100% yield; for example, 0.34 means a 34% yield). The reactants are Br[C:2]1[CH:19]=[CH:18][C:5]([O:6][C:7]2[C:8]3[CH:15]=[CH:14][C:13]([O:16][CH3:17])=[CH:12][C:9]=3[S:10][CH:11]=2)=[CH:4][CH:3]=1.[C:20]([O:24][CH3:25])(=[O:23])[CH:21]=[CH2:22].C(N(CC)CC)C. The catalyst is CN(C=O)C.C(Cl)Cl.O.Cl[Pd](Cl)([P](C1C=CC=CC=1)(C1C=CC=CC=1)C1C=CC=CC=1)[P](C1C=CC=CC=1)(C1C=CC=CC=1)C1C=CC=CC=1. The product is [CH3:17][O:16][C:13]1[CH:14]=[CH:15][C:8]2[C:7]([O:6][C:5]3[CH:18]=[CH:19][C:2](/[CH:22]=[CH:21]/[C:20]([O:24][CH3:25])=[O:23])=[CH:3][CH:4]=3)=[CH:11][S:10][C:9]=2[CH:12]=1. The yield is 0.610.